Dataset: Forward reaction prediction with 1.9M reactions from USPTO patents (1976-2016). Task: Predict the product of the given reaction. Given the reactants C[O:2][C:3]1[CH:12]=[C:11]([CH3:13])[C:10]2[N:9](COCC[Si](C)(C)C)[C:8](=[O:22])[C:7]3[S:23][C:24]([CH3:26])=[CH:25][C:6]=3[C:5]=2[C:4]=1[C:27]1[CH:32]=[CH:31][C:30]([C@@H:33]([CH3:43])[CH2:34][NH:35]C(=O)OC(C)(C)C)=[CH:29][CH:28]=1.B(Br)(Br)Br, predict the reaction product. The product is: [NH2:35][CH2:34][C@@H:33]([C:30]1[CH:29]=[CH:28][C:27]([C:4]2[C:5]3[C:6]4[CH:25]=[C:24]([CH3:26])[S:23][C:7]=4[C:8](=[O:22])[NH:9][C:10]=3[C:11]([CH3:13])=[CH:12][C:3]=2[OH:2])=[CH:32][CH:31]=1)[CH3:43].